Task: Predict the product of the given reaction.. Dataset: Forward reaction prediction with 1.9M reactions from USPTO patents (1976-2016) (1) The product is: [Cl:26][C:22]1[CH:21]=[C:20]2[C:25](=[CH:24][CH:23]=1)[N:17]([C:15]([C:14]1[C:9]([NH:8][CH2:1][CH2:2][C:7]3[CH:27]=[CH:3][CH:4]=[CH:5][CH:6]=3)=[N:10][CH:11]=[CH:12][CH:13]=1)=[O:16])[CH2:18][CH2:19]2. Given the reactants [CH2:1]([NH:8][C:9]1[C:14]([C:15]([N:17]2[C:25]3[C:20](=[CH:21][C:22]([Cl:26])=[CH:23][CH:24]=3)[CH2:19][CH2:18]2)=[O:16])=[CH:13][CH:12]=[CH:11][N:10]=1)[C:2]1[CH:7]=[CH:6][CH:5]=[CH:4][CH:3]=1.[CH2:27](N)C1C=CC=CC=1.C(N)CC1C=CC=CC=1, predict the reaction product. (2) Given the reactants [F:1][C:2]1[C:11]([F:12])=[C:10]2[C:5]([C:6]([CH2:14][NH:15][C:16]3[CH:21]=[CH:20][CH:19]=[CH:18][N:17]=3)=[CH:7][C:8](=[O:13])[NH:9]2)=[CH:4][CH:3]=1.[CH3:22][C:23]1[N:24]=[CH:25][S:26][C:27]=1[C:28](O)=[O:29], predict the reaction product. The product is: [F:1][C:2]1[C:11]([F:12])=[C:10]2[C:5]([C:6]([CH2:14][N:15]([C:16]3[CH:21]=[CH:20][CH:19]=[CH:18][N:17]=3)[C:28]([C:27]3[S:26][CH:25]=[N:24][C:23]=3[CH3:22])=[O:29])=[CH:7][C:8](=[O:13])[NH:9]2)=[CH:4][CH:3]=1. (3) Given the reactants [F:1][C:2]1[CH:3]=[C:4]([C:8]2[CH:16]=[CH:15][C:11]([C:12]([OH:14])=O)=[CH:10][N:9]=2)[CH:5]=[CH:6][CH:7]=1.CN(C(ON1N=[N:32][C:27]2[CH:28]=[CH:29][CH:30]=[CH:31][C:26]1=2)=[N+](C)C)C.F[P-](F)(F)(F)(F)F.C[CH2:42][N:43](C(C)C)C(C)C.C(OCC)C.[CH3:55][N:56]([CH:58]=[O:59])[CH3:57], predict the reaction product. The product is: [C:42]([C:29]1([C:58](=[O:59])[N:56]([CH3:57])[CH3:55])[CH2:30][CH2:31][CH2:26][CH:27]([NH:32][C:12](=[O:14])[C:11]2[CH:15]=[CH:16][C:8]([C:4]3[CH:5]=[CH:6][CH:7]=[C:2]([F:1])[CH:3]=3)=[N:9][CH:10]=2)[CH2:28]1)#[N:43]. (4) Given the reactants [CH:1]1([CH:6]([N:10]2[CH:14]=[C:13]([B:15]3[O:19][C:18]([CH3:21])([CH3:20])[C:17]([CH3:23])([CH3:22])[O:16]3)[CH:12]=[N:11]2)[CH2:7][C:8]#[N:9])[CH2:5][CH2:4][CH2:3][CH2:2]1, predict the reaction product. The product is: [CH:1]1([C@H:6]([N:10]2[CH:14]=[C:13]([B:15]3[O:19][C:18]([CH3:21])([CH3:20])[C:17]([CH3:23])([CH3:22])[O:16]3)[CH:12]=[N:11]2)[CH2:7][C:8]#[N:9])[CH2:5][CH2:4][CH2:3][CH2:2]1. (5) Given the reactants [CH:1]1([CH2:4][NH:5][N:6]2[C:15]3[C:10](=[CH:11][CH:12]=[CH:13][CH:14]=3)[C:9]([OH:16])=[C:8]([C:17]3[NH:22][C:21]4[CH:23]=[CH:24][C:25]([OH:30])=[C:26]([N+:27]([O-:29])=[O:28])[C:20]=4[S:19](=[O:32])(=[O:31])[N:18]=3)[C:7]2=[O:33])[CH2:3][CH2:2]1.Br[CH2:35][C:36]#[N:37].C(=O)([O-])[O-].[K+].[K+], predict the reaction product. The product is: [CH:1]1([CH2:4][NH:5][N:6]2[C:15]3[C:10](=[CH:11][CH:12]=[CH:13][CH:14]=3)[C:9]([OH:16])=[C:8]([C:17]3[NH:22][C:21]4[CH:23]=[CH:24][C:25]([O:30][CH2:35][C:36]#[N:37])=[C:26]([N+:27]([O-:29])=[O:28])[C:20]=4[S:19](=[O:32])(=[O:31])[N:18]=3)[C:7]2=[O:33])[CH2:2][CH2:3]1.